Dataset: Forward reaction prediction with 1.9M reactions from USPTO patents (1976-2016). Task: Predict the product of the given reaction. (1) Given the reactants [C:1]1([C:8]2[CH:13]=[CH:12][CH:11]=[CH:10][CH:9]=2)[CH:6]=[CH:5][C:4]([OH:7])=[CH:3][CH:2]=1.C([O-])([O-])=O.[K+].[K+].Cl[CH2:21][C:22]([O:24][CH2:25][CH3:26])=[O:23].CN(C=O)C, predict the reaction product. The product is: [C:1]1([C:8]2[CH:13]=[CH:12][CH:11]=[CH:10][CH:9]=2)[CH:2]=[CH:3][C:4]([O:7][CH2:21][C:22]([O:24][CH2:25][CH3:26])=[O:23])=[CH:5][CH:6]=1. (2) Given the reactants Cl.[CH:2]1([C:5](=[NH:7])[NH2:6])[CH2:4][CH2:3]1.[OH-:8].[Na+], predict the reaction product. The product is: [CH:2]1([C:5]2[N:6]=[CH:4][C:2]([CH:5]=[O:8])=[CH:3][N:7]=2)[CH2:4][CH2:3]1. (3) Given the reactants [Cl:1][C:2]1[CH:22]=[C:21]([Cl:23])[CH:20]=[CH:19][C:3]=1[CH2:4][N:5]1[C:9]([NH2:10])=[C:8]([C:11]2[CH:16]=[CH:15][C:14]([O:17]C)=[CH:13][CH:12]=2)[N:7]=[N:6]1.B(Br)(Br)Br.CO.O, predict the reaction product. The product is: [NH2:10][C:9]1[N:5]([CH2:4][C:3]2[CH:19]=[CH:20][C:21]([Cl:23])=[CH:22][C:2]=2[Cl:1])[N:6]=[N:7][C:8]=1[C:11]1[CH:16]=[CH:15][C:14]([OH:17])=[CH:13][CH:12]=1.